Task: Predict which catalyst facilitates the given reaction.. Dataset: Catalyst prediction with 721,799 reactions and 888 catalyst types from USPTO (1) Reactant: [C:1]([N:3]1[C:11]2[CH:10]=[CH:9][C:8]([CH3:12])=[CH:7][C:6]=2[C:5]2[CH2:13][N:14]([CH3:17])[CH2:15][CH2:16][C:4]1=2)#[CH:2].Br[C:19]1[CH:20]=[CH:21][C:22]([O:25][CH3:26])=[N:23][CH:24]=1.CCCC[N+](CCCC)(CCCC)CCCC.[F-:44]. Product: [F:44]/[C:2](/[C:19]1[CH:24]=[N:23][C:22]([O:25][CH3:26])=[CH:21][CH:20]=1)=[CH:1]\[N:3]1[C:11]2[CH:10]=[CH:9][C:8]([CH3:12])=[CH:7][C:6]=2[C:5]2[CH2:13][N:14]([CH3:17])[CH2:15][CH2:16][C:4]1=2. The catalyst class is: 6. (2) Reactant: [F:1][C:2]([F:28])([F:27])[CH:3](OS(C)(=O)=O)[CH2:4][O:5][CH:6]1[CH2:11][CH2:10][N:9]([C:12]([O:14][CH2:15][C:16]2[CH:21]=[CH:20][CH:19]=[CH:18][CH:17]=2)=[O:13])[CH2:8][CH2:7]1.[N-:29]=[N+:30]=[N-:31].[Na+].CS(C)=O. Product: [N:29]([CH:3]([C:2]([F:28])([F:27])[F:1])[CH2:4][O:5][CH:6]1[CH2:11][CH2:10][N:9]([C:12]([O:14][CH2:15][C:16]2[CH:21]=[CH:20][CH:19]=[CH:18][CH:17]=2)=[O:13])[CH2:8][CH2:7]1)=[N+:30]=[N-:31]. The catalyst class is: 6. (3) Reactant: [NH2:1][C:2]1[CH:7]=[CH:6][C:5]([C:8]2[C:12]3[O:13][C:14]([N:18]4[CH2:23][CH2:22][O:21][CH2:20][CH2:19]4)=[CH:15][C:16](=[O:17])[C:11]=3[S:10][CH:9]=2)=[CH:4][CH:3]=1.[N:24]1[CH:29]=[CH:28][CH:27]=[CH:26][CH:25]=1.Cl.[C:31](Cl)(=[O:38])C1C=CN=CC=1. Product: [O:21]1[CH2:22][CH2:23][N:18]([C:14]2[O:13][C:12]3[C:8]([C:5]4[CH:6]=[CH:7][C:2]([NH:1][C:31](=[O:38])[C:26]5[CH:27]=[CH:28][CH:29]=[N:24][CH:25]=5)=[CH:3][CH:4]=4)=[CH:9][S:10][C:11]=3[C:16](=[O:17])[CH:15]=2)[CH2:19][CH2:20]1. The catalyst class is: 4.